This data is from Forward reaction prediction with 1.9M reactions from USPTO patents (1976-2016). The task is: Predict the product of the given reaction. (1) Given the reactants [Br:1][C:2]1[C:3]([CH3:12])=[C:4]([C:8]([O:10][CH3:11])=[O:9])[S:5][C:6]=1Br.C(=O)([O-])[O-].[K+].[K+].[C:19]1([SH:25])[CH:24]=[CH:23][CH:22]=[CH:21][CH:20]=1.O, predict the reaction product. The product is: [Br:1][C:2]1[C:3]([CH3:12])=[C:4]([C:8]([O:10][CH3:11])=[O:9])[S:5][C:6]=1[S:25][C:19]1[CH:24]=[CH:23][CH:22]=[CH:21][CH:20]=1. (2) Given the reactants [CH2:1]1[CH2:6]CC[CH2:3][CH2:2]1.C=CC=C.[CH2:11]=[CH:12][C:13]1[CH:18]=[CH:17][CH:16]=[CH:15][CH:14]=1.[Li]CCCC, predict the reaction product. The product is: [CH2:6]=[CH:1][CH:2]=[CH2:3].[CH2:11]=[CH:12][C:13]1[CH:18]=[CH:17][CH:16]=[CH:15][CH:14]=1. (3) Given the reactants Cl[CH2:2][C:3]1[C:12]2[C:7](=[CH:8][CH:9]=[CH:10][CH:11]=2)[CH:6]=[CH:5][CH:4]=1.[CH2:13]([N:20]1[C:28]2[C:23](=[CH:24][CH:25]=[C:26]([CH2:29][C:30]([OH:32])=[O:31])[CH:27]=2)[CH:22]=[CH:21]1)[C:14]1[CH:19]=[CH:18][CH:17]=[CH:16][CH:15]=1, predict the reaction product. The product is: [C:3]1([CH2:2][N:20]2[C:28]3[C:23](=[CH:24][CH:25]=[C:26]([CH2:29][C:30]([OH:32])=[O:31])[CH:27]=3)[CH:22]=[CH:21]2)[C:12]2[C:7](=[CH:8][CH:9]=[CH:10][CH:11]=2)[CH:6]=[CH:5][CH:4]=1.[CH2:13]([N:20]1[C:28]2[C:23](=[CH:24][CH:25]=[C:26]([CH2:29][C:30]([OH:32])=[O:31])[CH:27]=2)[CH:22]=[CH:21]1)[C:14]1[CH:15]=[CH:16][CH:17]=[CH:18][CH:19]=1.